Dataset: Full USPTO retrosynthesis dataset with 1.9M reactions from patents (1976-2016). Task: Predict the reactants needed to synthesize the given product. (1) Given the product [CH2:1]([C:3]1[S:7][C:6]([C:8]([OH:10])=[O:9])=[CH:5][CH:4]=1)[CH2:2][CH3:12], predict the reactants needed to synthesize it. The reactants are: [CH2:1]([C:3]1[S:7][C:6]([C:8]([OH:10])=[O:9])=[CH:5][CH:4]=1)[CH3:2].S1C=CC=[C:12]1C(O)=O.ICCC. (2) Given the product [C:24]([C:33]1[CH:40]=[CH:39][C:36]([CH:37]=[O:38])=[CH:35][CH:34]=1)(=[O:23])[CH2:25][CH2:26][CH2:27][CH2:28][CH2:29][CH2:30][CH2:31][CH3:32], predict the reactants needed to synthesize it. The reactants are: CC(OI1(OC(C)=O)(OC(C)=O)OC(=O)C2C=CC=CC1=2)=O.[OH:23][CH:24]([C:33]1[CH:40]=[CH:39][C:36]([CH:37]=[O:38])=[CH:35][CH:34]=1)[CH2:25][CH2:26][CH2:27][CH2:28][CH2:29][CH2:30][CH2:31][CH3:32]. (3) Given the product [Cl:25][C:20]1[CH:21]=[CH:22][CH:23]=[CH:24][C:19]=1[C:5]1[C:4]([C:1]2[CH:2]=[CH:29][NH:27][N:35]=2)=[CH:8][N:7]([C:9]2[CH:14]=[CH:13][N:12]=[C:11]([NH:15][C:16](=[O:18])[CH3:17])[CH:10]=2)[N:6]=1, predict the reactants needed to synthesize it. The reactants are: [C:1]([C:4]1[C:5]([C:19]2[CH:24]=[CH:23][CH:22]=[CH:21][C:20]=2[Cl:25])=[N:6][N:7]([C:9]2[CH:14]=[CH:13][N:12]=[C:11]([NH:15][C:16](=[O:18])[CH3:17])[CH:10]=2)[CH:8]=1)(=O)[CH3:2].C[N:27]([CH:29](OC)OC)C.Cl.[NH2:35]N. (4) Given the product [CH2:1]([C:3]1[N:7]([C:8]2[C:16]3[O:15][CH2:14][C@@H:13]([N:17]([C:32](=[O:37])[C:33]([F:35])([F:36])[F:34])[C:18]4[CH:31]=[CH:30][C:21]5[C@H:22]([CH2:25][C:26]([O:28][CH3:29])=[O:27])[CH2:23][O:24][C:20]=5[CH:19]=4)[C:12]=3[CH:11]=[CH:10][CH:9]=2)[C:6]2[CH:38]=[CH:39][CH:40]=[C:41]([O:42][CH2:48][C:49]([F:52])([F:51])[F:50])[C:5]=2[N:4]=1)[CH3:2], predict the reactants needed to synthesize it. The reactants are: [CH2:1]([C:3]1[N:7]([C:8]2[C:16]3[O:15][CH2:14][C@@H:13]([N:17]([C:32](=[O:37])[C:33]([F:36])([F:35])[F:34])[C:18]4[CH:31]=[CH:30][C:21]5[C@H:22]([CH2:25][C:26]([O:28][CH3:29])=[O:27])[CH2:23][O:24][C:20]=5[CH:19]=4)[C:12]=3[CH:11]=[CH:10][CH:9]=2)[C:6]2[CH:38]=[CH:39][CH:40]=[C:41]([OH:42])[C:5]=2[N:4]=1)[CH3:2].CS(O[CH2:48][C:49]([F:52])([F:51])[F:50])(=O)=O.C(=O)([O-])[O-].[K+].[K+]. (5) The reactants are: [Br:1][C:2]1[C:7](=[O:8])[N:6]([C:9]2[CH:10]=[C:11]([CH:20]=[CH:21][C:22]=2[CH3:23])[C:12]([NH:14][CH2:15][C:16]([NH:18]C)=[O:17])=[O:13])[C:5]([CH3:24])=[N:4][C:3]=1[O:25][CH2:26][C:27]1[CH:32]=[CH:31][C:30]([F:33])=[CH:29][C:28]=1[F:34].Cl.[CH3:36]NC(=O)CN. Given the product [NH2:18][C:16]([C@@H:15]([NH:14][C:12](=[O:13])[C:11]1[CH:20]=[CH:21][C:22]([CH3:23])=[C:9]([N:6]2[C:7](=[O:8])[C:2]([Br:1])=[C:3]([O:25][CH2:26][C:27]3[CH:32]=[CH:31][C:30]([F:33])=[CH:29][C:28]=3[F:34])[N:4]=[C:5]2[CH3:24])[CH:10]=1)[CH3:36])=[O:17], predict the reactants needed to synthesize it.